The task is: Predict the product of the given reaction.. This data is from Forward reaction prediction with 1.9M reactions from USPTO patents (1976-2016). (1) Given the reactants [NH2:1][NH:2][C:3](=[NH:14])[C:4]1[C:9]([C:10]([F:13])([F:12])[F:11])=[CH:8][CH:7]=[N:6][CH:5]=1.[CH3:15][O:16][C:17]1[C:18]([OH:25])=[C:19]([CH:22]=[CH:23][CH:24]=1)[CH:20]=O, predict the reaction product. The product is: [CH3:15][O:16][C:17]1[C:18]([OH:25])=[C:19]([C:20]2[NH:1][N:2]=[C:3]([C:4]3[CH:5]=[N:6][CH:7]=[CH:8][C:9]=3[C:10]([F:11])([F:12])[F:13])[N:14]=2)[CH:22]=[CH:23][CH:24]=1. (2) Given the reactants [CH3:1][O:2][C:3]1[CH:8]=[CH:7][N:6]=[C:5]([O:9][C@@H:10]2[CH2:15][CH2:14][C@@H:13]([CH3:16])[NH:12][CH2:11]2)[CH:4]=1.[N:17]1[N:18]([C:22]2[CH:30]=[CH:29][CH:28]=[CH:27][C:23]=2[C:24](O)=[O:25])[N:19]=[N:20][CH:21]=1.C(Cl)CCl.ON1C2C=CC=CC=2N=N1.C(N(CC)CC)C, predict the reaction product. The product is: [CH3:1][O:2][C:3]1[CH:8]=[CH:7][N:6]=[C:5]([O:9][C@@H:10]2[CH2:15][CH2:14][C@@H:13]([CH3:16])[N:12]([C:24]([C:23]3[CH:27]=[CH:28][CH:29]=[CH:30][C:22]=3[N:18]3[N:19]=[N:20][CH:21]=[N:17]3)=[O:25])[CH2:11]2)[CH:4]=1. (3) Given the reactants C([N:8]1[CH2:17][CH2:16][C:15]2[C:14]([NH:18][C:19]3[CH:24]=[CH:23][C:22]([F:25])=[CH:21][CH:20]=3)=[N:13][CH:12]=[N:11][C:10]=2[CH2:9]1)C1C=CC=CC=1, predict the reaction product. The product is: [F:25][C:22]1[CH:21]=[CH:20][C:19]([NH:18][C:14]2[C:15]3[CH2:16][CH2:17][NH:8][CH2:9][C:10]=3[N:11]=[CH:12][N:13]=2)=[CH:24][CH:23]=1. (4) The product is: [Cl:39][C:40]1[CH:45]=[C:44]([C:46]([F:47])([F:48])[F:49])[CH:43]=[C:42]([B:30]2[O:31][C:32]([CH3:37])([CH3:38])[C:33]([CH3:35])([CH3:36])[O:34]2)[N:41]=1. Given the reactants CC(C1C=CN=C(C2C=C(C(C)(C)C)C=CN=2)C=1)(C)C.[B:30]1([B:30]2[O:34][C:33]([CH3:36])([CH3:35])[C:32]([CH3:38])([CH3:37])[O:31]2)[O:34][C:33]([CH3:36])([CH3:35])[C:32]([CH3:38])([CH3:37])[O:31]1.[Cl:39][C:40]1[CH:45]=[C:44]([C:46]([F:49])([F:48])[F:47])[CH:43]=[CH:42][N:41]=1, predict the reaction product. (5) Given the reactants [CH3:1][O:2][C:3]1[CH:8]=[CH:7][C:6]([CH2:9][CH2:10][C:11]([NH2:13])=[O:12])=[CH:5][CH:4]=1.[CH2:14]([SnH:18]([CH2:23][CH2:24][CH2:25][CH3:26])[CH2:19][CH2:20][CH2:21][CH3:22])[CH2:15][CH2:16][CH3:17], predict the reaction product. The product is: [CH2:23]([Sn:18]([CH2:14][CH2:15][CH2:16][CH3:17])([CH2:19][CH2:20][CH2:21][CH3:22])/[C:10](=[CH:9]/[C:6]1[CH:5]=[CH:4][C:3]([O:2][CH3:1])=[CH:8][CH:7]=1)/[C:11]([NH2:13])=[O:12])[CH2:24][CH2:25][CH3:26]. (6) Given the reactants [C:1]([O:5][C:6]([N:8]1[CH2:13][CH2:12][CH:11]([NH:14][C:15]2[CH:20]=[CH:19][C:18]([Cl:21])=[CH:17][CH:16]=2)[CH2:10][CH2:9]1)=[O:7])([CH3:4])([CH3:3])[CH3:2].Cl[CH2:23][C:24]1[CH:29]=[CH:28][N:27]=[C:26]([C:30]2[CH:35]=[C:34]([O:36][CH3:37])[C:33]([O:38][CH3:39])=[C:32]([O:40][CH3:41])[CH:31]=2)[CH:25]=1, predict the reaction product. The product is: [C:1]([O:5][C:6]([N:8]1[CH2:13][CH2:12][CH:11]([N:14]([C:15]2[CH:20]=[CH:19][C:18]([Cl:21])=[CH:17][CH:16]=2)[CH2:23][C:24]2[CH:29]=[CH:28][N:27]=[C:26]([C:30]3[CH:35]=[C:34]([O:36][CH3:37])[C:33]([O:38][CH3:39])=[C:32]([O:40][CH3:41])[CH:31]=3)[CH:25]=2)[CH2:10][CH2:9]1)=[O:7])([CH3:4])([CH3:2])[CH3:3]. (7) Given the reactants [CH:1]1[C:13]2[CH:12]([CH2:14][O:15][C:16]([NH:18][CH:19]([CH:23]([OH:25])[CH3:24])[C:20]([OH:22])=[O:21])=[O:17])[C:11]3[C:6](=[CH:7][CH:8]=[CH:9][CH:10]=3)[C:5]=2[CH:4]=[CH:3][CH:2]=1.OS(O)(=O)=O.[CH3:31]O, predict the reaction product. The product is: [CH:10]1[C:11]2[CH:12]([CH2:14][O:15][C:16]([NH:18][CH:19]([CH:23]([OH:25])[CH3:24])[C:20]([O:22][CH3:31])=[O:21])=[O:17])[C:13]3[C:5](=[CH:4][CH:3]=[CH:2][CH:1]=3)[C:6]=2[CH:7]=[CH:8][CH:9]=1. (8) The product is: [CH2:2]([O:4][C:5]([C:7]1[CH:12]=[CH:11][C:10]([C:13]2[CH:18]=[C:17]([NH:19][C:34]([CH:28]3[CH2:33][CH2:32][CH2:31][CH2:30][CH2:29]3)=[O:35])[CH:16]=[CH:15][C:14]=2[Cl:20])=[CH:9][CH:8]=1)=[O:6])[CH3:3]. Given the reactants Cl.[CH2:2]([O:4][C:5]([C:7]1[CH:12]=[CH:11][C:10]([C:13]2[CH:18]=[C:17]([NH2:19])[CH:16]=[CH:15][C:14]=2[Cl:20])=[CH:9][CH:8]=1)=[O:6])[CH3:3].C(N(CC)CC)C.[CH:28]1([C:34](Cl)=[O:35])[CH2:33][CH2:32][CH2:31][CH2:30][CH2:29]1, predict the reaction product.